Dataset: Full USPTO retrosynthesis dataset with 1.9M reactions from patents (1976-2016). Task: Predict the reactants needed to synthesize the given product. (1) Given the product [C:11]([C:4]1[CH:3]=[C:2]([C:6]([O:8][CH2:9][CH3:10])=[O:7])[NH:1][CH:5]=1)(=[O:23])[CH2:12][CH2:13][CH2:14][CH2:15][CH2:16][CH2:17][CH2:18][CH2:19][CH2:20][CH2:21][CH3:22], predict the reactants needed to synthesize it. The reactants are: [NH:1]1[CH:5]=[CH:4][CH:3]=[C:2]1[C:6]([O:8][CH2:9][CH3:10])=[O:7].[C:11](Cl)(=[O:23])[CH2:12][CH2:13][CH2:14][CH2:15][CH2:16][CH2:17][CH2:18][CH2:19][CH2:20][CH2:21][CH3:22]. (2) Given the product [CH3:22][O:21][C:14]1[CH:15]=[C:16]([NH2:18])[CH:17]=[C:12]([N+:9]([O-:11])=[O:10])[CH:13]=1, predict the reactants needed to synthesize it. The reactants are: C(=O)(O)[O-].[Na+].[S-2].[Na+].[Na+].[N+:9]([C:12]1[CH:13]=[C:14]([O:21][CH3:22])[CH:15]=[C:16]([N+:18]([O-])=O)[CH:17]=1)([O-:11])=[O:10]. (3) Given the product [CH2:11]([O:18][C:19]1[C:20]([NH:25][C:9]2[S:10][C:2]3[C:7]([N:8]=2)=[CH:6][CH:5]=[CH:4][N:3]=3)=[N:21][CH:22]=[CH:23][CH:24]=1)[C:12]1[CH:13]=[CH:14][CH:15]=[CH:16][CH:17]=1, predict the reactants needed to synthesize it. The reactants are: Cl[C:2]1[C:7]([N:8]=[C:9]=[S:10])=[CH:6][CH:5]=[CH:4][N:3]=1.[CH2:11]([O:18][C:19]1[C:20]([NH2:25])=[N:21][CH:22]=[CH:23][CH:24]=1)[C:12]1[CH:17]=[CH:16][CH:15]=[CH:14][CH:13]=1. (4) Given the product [CH:34]1([C:24]2[C:25]3[CH:26]=[CH:27][C:28]([C:31]([NH:49][S:46]([N:45]([CH2:44][CH:43]([O:42][CH3:41])[O:51][CH3:52])[CH3:50])(=[O:48])=[O:47])=[O:32])=[CH:29][C:30]=3[N:13]3[CH2:12][CH:11]([CH2:10][CH2:9][N:8]([CH3:40])[C:6](=[O:7])[O:5][C:1]([CH3:3])([CH3:2])[CH3:4])[CH2:17][C:16]4[CH:18]=[C:19]([O:22][CH3:23])[CH:20]=[CH:21][C:15]=4[C:14]=23)[CH2:39][CH2:38][CH2:37][CH2:36][CH2:35]1, predict the reactants needed to synthesize it. The reactants are: [C:1]([O:5][C:6]([N:8]([CH3:40])[CH2:9][CH2:10][CH:11]1[CH2:17][C:16]2[CH:18]=[C:19]([O:22][CH3:23])[CH:20]=[CH:21][C:15]=2[C:14]2=[C:24]([CH:34]3[CH2:39][CH2:38][CH2:37][CH2:36][CH2:35]3)[C:25]3[CH:26]=[CH:27][C:28]([C:31](O)=[O:32])=[CH:29][C:30]=3[N:13]2[CH2:12]1)=[O:7])([CH3:4])([CH3:3])[CH3:2].[CH3:41][O:42][CH:43]([O:51][CH3:52])[CH2:44][N:45]([CH3:50])[S:46]([NH2:49])(=[O:48])=[O:47].C(Cl)CCl.